This data is from Catalyst prediction with 721,799 reactions and 888 catalyst types from USPTO. The task is: Predict which catalyst facilitates the given reaction. (1) Reactant: [NH2:1][C:2]1[N:11]=[C:10]([CH3:12])[C:9]2[C:8](=[N:13][OH:14])[CH2:7][CH:6]([C:15]3[CH:20]=[CH:19][C:18]([F:21])=[CH:17][C:16]=3[C:22]3[CH:23]=[N:24][CH:25]=[CH:26][CH:27]=3)[CH2:5][C:4]=2[N:3]=1.[H-].[Na+].[CH3:30][N:31]([CH3:62])[CH2:32][CH2:33][CH2:34]ON=C1CC(C2C=C(F)C=CC=2C2C=CC=CC=2)CC2N=C(N)N=C(C)C1=2. Product: [CH3:30][N:31]([CH3:62])[CH2:32][CH2:33][CH2:34][O:14][N:13]=[C:8]1[CH2:7][CH:6]([C:15]2[CH:20]=[CH:19][C:18]([F:21])=[CH:17][C:16]=2[C:22]2[CH:23]=[N:24][CH:25]=[CH:26][CH:27]=2)[CH2:5][C:4]2[N:3]=[C:2]([NH2:1])[N:11]=[C:10]([CH3:12])[C:9]1=2. The catalyst class is: 6. (2) Reactant: [CH3:1][S:2][C:3]([S:11][CH3:12])([CH2:7][CH2:8][S:9][CH3:10])[C:4]([OH:6])=[O:5].C([O-])(=O)C.[Ca+2:17].C([O-])(=O)C. Product: [CH3:12][S:11][C:3]([S:2][CH3:1])([CH2:7][CH2:8][S:9][CH3:10])[C:4]([O-:6])=[O:5].[Ca+2:17].[CH3:12][S:11][C:3]([S:2][CH3:1])([CH2:7][CH2:8][S:9][CH3:10])[C:4]([O-:6])=[O:5]. The catalyst class is: 283. (3) Reactant: Cl[C:2]([O:4][C:5]1[CH:10]=[CH:9][C:8]([N+:11]([O-:13])=[O:12])=[CH:7][CH:6]=1)=[O:3].[N:14]1([C:20]2[CH:25]=[CH:24][C:23]([NH2:26])=[CH:22][CH:21]=2)[CH2:19][CH2:18][CH2:17][CH2:16][CH2:15]1.C([O-])([O-])=O.[Ca+2]. Product: [N+:11]([C:8]1[CH:9]=[CH:10][C:5]([O:4][C:2](=[O:3])[NH:26][C:23]2[CH:22]=[CH:21][C:20]([N:14]3[CH2:19][CH2:18][CH2:17][CH2:16][CH2:15]3)=[CH:25][CH:24]=2)=[CH:6][CH:7]=1)([O-:13])=[O:12]. The catalyst class is: 11. (4) Reactant: [F:1][C:2]([F:14])([F:13])[O:3][C:4]1[CH:12]=[CH:11][C:7]([C:8]([OH:10])=O)=[CH:6][CH:5]=1.CCN(C(C)C)C(C)C.CN(C(ON1N=NC2C=CC=NC1=2)=[N+](C)C)C.F[P-](F)(F)(F)(F)F.[NH2:48][C:49]([C:67]#[N:68])([CH3:66])[CH2:50][O:51][C:52]1[CH:53]=[CH:54][C:55]2[CH2:59][O:58][B:57]([OH:60])[C:56]=2[C:61]=1[C:62]([O:64][CH3:65])=[O:63]. Product: [C:67]([C:49]([NH:48][C:8](=[O:10])[C:7]1[CH:6]=[CH:5][C:4]([O:3][C:2]([F:1])([F:14])[F:13])=[CH:12][CH:11]=1)([CH3:66])[CH2:50][O:51][C:52]1[CH:53]=[CH:54][C:55]2[CH2:59][O:58][B:57]([OH:60])[C:56]=2[C:61]=1[C:62]([O:64][CH3:65])=[O:63])#[N:68]. The catalyst class is: 18.